Dataset: Drug-target binding data from BindingDB using IC50 measurements. Task: Regression. Given a target protein amino acid sequence and a drug SMILES string, predict the binding affinity score between them. We predict pIC50 (pIC50 = -log10(IC50 in M); higher means more potent). Dataset: bindingdb_ic50. The drug is NC(=O)c1ccc(-c2nc(-c3ccccn3)c(-c3ccc4c(c3)OCCO4)[nH]2)cc1. The target protein (P40231) has sequence MNQTEAAPVVSVSRVYAHVNEEMPREYWDYENMQEVFGYQDNYEIIRKVGRGKYSEVFEGLNVLNNSKCIIKVLKPVKYKKIKREIKILQNLAGGPNIISLLDIVRDPESKTPSLIFEFVDNIDFRTLYPTLSDYDIRYYSYELLKALDFCHSRGIMHRDVKPHNVMIDHKKRKLRLIDWGLAEFYHAGMEYNVRVASRYFKGPELLVDFREYDYSLDIWSFGVMFAALIFKKDTFFRGRDNYDQLVKIAKVLGTDELFAYVQKYQIVLDRQYDNILGQYPKRDWYSFVNRDNRSLANDEAIDLLNRLLRYDHQERLTCQEAMAHPYFQVLK. The pIC50 is 6.7.